Dataset: Catalyst prediction with 721,799 reactions and 888 catalyst types from USPTO. Task: Predict which catalyst facilitates the given reaction. (1) Reactant: Br[C:2]1[CH:3]=[N:4][C:5]2[C:10]([CH:11]=1)=[C:9]([F:12])[C:8]([CH2:13][C:14]([O:16][CH3:17])=[O:15])=[C:7]([F:18])[CH:6]=2.[NH:19]1[CH2:24][CH2:23][O:22][CH2:21][CH2:20]1.C1C=CC(P(C2C(C3C(P(C4C=CC=CC=4)C4C=CC=CC=4)=CC=C4C=3C=CC=C4)=C3C(C=CC=C3)=CC=2)C2C=CC=CC=2)=CC=1.C(O[Na])(C)(C)C. Product: [F:12][C:9]1[C:8]([CH2:13][C:14]([O:16][CH3:17])=[O:15])=[C:7]([F:18])[CH:6]=[C:5]2[C:10]=1[CH:11]=[C:2]([N:19]1[CH2:24][CH2:23][O:22][CH2:21][CH2:20]1)[CH:3]=[N:4]2. The catalyst class is: 101. (2) Reactant: [NH2:1][C:2]1[CH:7]=[CH:6][CH:5]=[CH:4][CH:3]=1.[O:8]1[CH2:12][CH2:11][CH2:10][CH2:9]1.C(N(CC)CC)C.[Cl-]. Product: [C:2]1([NH:1][C:9](=[O:8])[CH2:10][CH2:11][CH3:12])[CH:7]=[CH:6][CH:5]=[CH:4][CH:3]=1. The catalyst class is: 6.